This data is from Full USPTO retrosynthesis dataset with 1.9M reactions from patents (1976-2016). The task is: Predict the reactants needed to synthesize the given product. (1) The reactants are: [N:1]1([CH2:10][C:11]2[CH:20]=[CH:19][C:14]([C:15](OC)=[O:16])=[CH:13][CH:12]=2)[C:9]2[C:4](=[CH:5][CH:6]=[CH:7][CH:8]=2)[CH2:3][CH2:2]1.[H-].C([Al+]CC(C)C)C(C)C. Given the product [N:1]1([CH2:10][C:11]2[CH:12]=[CH:13][C:14]([CH2:15][OH:16])=[CH:19][CH:20]=2)[C:9]2[C:4](=[CH:5][CH:6]=[CH:7][CH:8]=2)[CH2:3][CH2:2]1, predict the reactants needed to synthesize it. (2) The reactants are: CO[C:3](=[O:22])[C:4]1[CH:9]=[CH:8][C:7](/[CH:10]=[CH:11]/[C:12]2[C:13]([CH2:18][CH2:19][CH2:20][CH3:21])=[N:14][O:15][C:16]=2[CH3:17])=[N:6][CH:5]=1.[CH3:23][CH:24]([NH2:27])[CH2:25][OH:26]. Given the product [CH2:18]([C:13]1[C:12](/[CH:11]=[CH:10]/[C:7]2[CH:8]=[CH:9][C:4]([C:3]([NH:27][CH:24]([CH3:23])[CH2:25][OH:26])=[O:22])=[CH:5][N:6]=2)=[C:16]([CH3:17])[O:15][N:14]=1)[CH2:19][CH2:20][CH3:21], predict the reactants needed to synthesize it.